This data is from Retrosynthesis with 50K atom-mapped reactions and 10 reaction types from USPTO. The task is: Predict the reactants needed to synthesize the given product. Given the product COC(=O)COc1cc(N)nc(C)c1CN, predict the reactants needed to synthesize it. The reactants are: COC(=O)COc1cc(N)nc(C)c1C#N.